Dataset: Forward reaction prediction with 1.9M reactions from USPTO patents (1976-2016). Task: Predict the product of the given reaction. The product is: [CH:44]1([NH:39][C:40](=[O:47])[NH:1][C:2]2[CH:37]=[CH:36][C:5]([O:6][C:7]3[CH:12]=[CH:11][N:10]=[C:9]4[CH:13]=[C:14]([C:16]5[N:17]=[CH:18][N:19]([CH2:21][CH2:22][N:23]6[CH2:24][CH2:25][N:26]([C:29]([O:31][C:32]([CH3:35])([CH3:33])[CH3:34])=[O:30])[CH2:27][CH2:28]6)[CH:20]=5)[S:15][C:8]=34)=[C:4]([F:38])[CH:3]=2)[CH2:42][CH2:43]1. Given the reactants [NH2:1][C:2]1[CH:37]=[CH:36][C:5]([O:6][C:7]2[CH:12]=[CH:11][N:10]=[C:9]3[CH:13]=[C:14]([C:16]4[N:17]=[CH:18][N:19]([CH2:21][CH2:22][N:23]5[CH2:28][CH2:27][N:26]([C:29]([O:31][C:32]([CH3:35])([CH3:34])[CH3:33])=[O:30])[CH2:25][CH2:24]5)[CH:20]=4)[S:15][C:8]=23)=[C:4]([F:38])[CH:3]=1.[N:39]1[CH:44]=[CH:43][CH:42]=C[CH:40]=1.ClC(OC1C=CC=CC=1)=[O:47].C1(N)CC1, predict the reaction product.